The task is: Regression. Given two drug SMILES strings and cell line genomic features, predict the synergy score measuring deviation from expected non-interaction effect.. This data is from NCI-60 drug combinations with 297,098 pairs across 59 cell lines. (1) Drug 1: CCN(CC)CCNC(=O)C1=C(NC(=C1C)C=C2C3=C(C=CC(=C3)F)NC2=O)C. Drug 2: CC1CCCC2(C(O2)CC(NC(=O)CC(C(C(=O)C(C1O)C)(C)C)O)C(=CC3=CSC(=N3)C)C)C. Cell line: NCI-H322M. Synergy scores: CSS=50.2, Synergy_ZIP=7.65, Synergy_Bliss=5.39, Synergy_Loewe=-14.1, Synergy_HSA=6.72. (2) Drug 1: C1CC(C1)(C(=O)O)C(=O)O.[NH2-].[NH2-].[Pt+2]. Drug 2: CC12CCC3C(C1CCC2OP(=O)(O)O)CCC4=C3C=CC(=C4)OC(=O)N(CCCl)CCCl.[Na+]. Cell line: HS 578T. Synergy scores: CSS=-2.31, Synergy_ZIP=1.01, Synergy_Bliss=1.83, Synergy_Loewe=-1.87, Synergy_HSA=-1.17. (3) Drug 1: CCN(CC)CCNC(=O)C1=C(NC(=C1C)C=C2C3=C(C=CC(=C3)F)NC2=O)C. Drug 2: CC(C)(C#N)C1=CC(=CC(=C1)CN2C=NC=N2)C(C)(C)C#N. Cell line: TK-10. Synergy scores: CSS=1.32, Synergy_ZIP=-1.55, Synergy_Bliss=2.61, Synergy_Loewe=-1.07, Synergy_HSA=-1.07. (4) Drug 1: C1=CC(=CC=C1C#N)C(C2=CC=C(C=C2)C#N)N3C=NC=N3. Drug 2: CC12CCC3C(C1CCC2OP(=O)(O)O)CCC4=C3C=CC(=C4)OC(=O)N(CCCl)CCCl.[Na+]. Cell line: SNB-75. Synergy scores: CSS=-0.0845, Synergy_ZIP=0.671, Synergy_Bliss=0.239, Synergy_Loewe=-0.335, Synergy_HSA=-0.445. (5) Drug 1: C1=C(C(=O)NC(=O)N1)F. Drug 2: CC1C(C(CC(O1)OC2CC(CC3=C2C(=C4C(=C3O)C(=O)C5=C(C4=O)C(=CC=C5)OC)O)(C(=O)CO)O)N)O.Cl. Cell line: SK-OV-3. Synergy scores: CSS=40.7, Synergy_ZIP=0.332, Synergy_Bliss=0.320, Synergy_Loewe=3.11, Synergy_HSA=5.44. (6) Drug 1: CCCS(=O)(=O)NC1=C(C(=C(C=C1)F)C(=O)C2=CNC3=C2C=C(C=N3)C4=CC=C(C=C4)Cl)F. Drug 2: C1CCC(C(C1)N)N.C(=O)(C(=O)[O-])[O-].[Pt+4]. Cell line: SK-OV-3. Synergy scores: CSS=4.59, Synergy_ZIP=-1.13, Synergy_Bliss=0.903, Synergy_Loewe=1.20, Synergy_HSA=0.300. (7) Drug 1: CS(=O)(=O)CCNCC1=CC=C(O1)C2=CC3=C(C=C2)N=CN=C3NC4=CC(=C(C=C4)OCC5=CC(=CC=C5)F)Cl. Drug 2: CC(C)(C#N)C1=CC(=CC(=C1)CN2C=NC=N2)C(C)(C)C#N. Cell line: DU-145. Synergy scores: CSS=3.20, Synergy_ZIP=0.344, Synergy_Bliss=1.24, Synergy_Loewe=-2.23, Synergy_HSA=-1.46.